Dataset: Catalyst prediction with 721,799 reactions and 888 catalyst types from USPTO. Task: Predict which catalyst facilitates the given reaction. (1) Reactant: Cl.[NH2:2][CH2:3][C:4]1[N:8]2[C:9](=[O:21])[C:10]3[NH:11][CH:12]=[N:13][C:14]=3[N:15]([CH2:16][CH2:17][CH2:18][CH2:19][CH3:20])[C:7]2=[N:6][N:5]=1.[C:22](O)(=[O:29])[C:23]1[CH:28]=[CH:27][CH:26]=[CH:25][CH:24]=1.F[P-](F)(F)(F)(F)F.N1(O[P+](N(C)C)(N(C)C)N(C)C)C2C=CC=CC=2N=N1.C(N(CC)CC)C. Product: [O:21]=[C:9]1[N:8]2[C:4]([CH2:3][NH:2][C:22](=[O:29])[C:23]3[CH:28]=[CH:27][CH:26]=[CH:25][CH:24]=3)=[N:5][N:6]=[C:7]2[N:15]([CH2:16][CH2:17][CH2:18][CH2:19][CH3:20])[C:14]2[N:13]=[CH:12][NH:11][C:10]1=2. The catalyst class is: 3. (2) Product: [OH:1][CH:2]([CH2:6][CH2:7][S:8][CH3:9])[C:3]([O:5][CH:36]([CH2:37][CH2:38][S:29][CH3:26])[C:35]([O:22][CH2:10][CH2:11][CH2:12][CH2:13][CH2:14][CH2:15][CH2:16][CH2:17][CH2:18][CH2:19][CH2:20][CH3:21])=[O:34])=[O:4]. Reactant: [OH:1][CH:2]([CH2:6][CH2:7][S:8][CH3:9])[C:3]([OH:5])=[O:4].[CH2:10]([OH:22])[CH2:11][CH2:12][CH2:13][CH2:14][CH2:15][CH2:16][CH2:17][CH2:18][CH2:19][CH2:20][CH3:21].C1(C)C=C[C:26]([S:29](O)(=O)=O)=CC=1.[OH2:34].[C:35]1(C)C=C[CH:38]=[CH:37][CH:36]=1. The catalyst class is: 13. (3) Reactant: [Cl:1][C:2]1[CH:9]=[C:8](F)[CH:7]=[CH:6][C:3]=1[C:4]#[N:5].[Cl:11][C:12]1[CH:17]=[C:16]([O:18][CH3:19])[CH:15]=[CH:14][C:13]=1[OH:20].C(=O)([O-])[O-].[K+].[K+]. Product: [Cl:1][C:2]1[CH:9]=[C:8]([O:20][C:13]2[CH:14]=[CH:15][C:16]([O:18][CH3:19])=[CH:17][C:12]=2[Cl:11])[CH:7]=[CH:6][C:3]=1[C:4]#[N:5]. The catalyst class is: 16. (4) Reactant: C([N:8]1[C@@H:13]([CH3:14])[CH2:12][O:11][C@H:10]([CH2:15][C:16]2[CH:21]=[CH:20][C:19]([F:22])=[CH:18][CH:17]=2)[CH2:9]1)C1C=CC=CC=1. Product: [F:22][C:19]1[CH:20]=[CH:21][C:16]([CH2:15][C@H:10]2[O:11][CH2:12][C@H:13]([CH3:14])[NH:8][CH2:9]2)=[CH:17][CH:18]=1. The catalyst class is: 29. (5) Reactant: [CH3:1][CH:2]1[O:7][C:6]2[N:8]=[C:9]([C:18]3[CH:23]=[CH:22][C:21]([C:24]4([NH:28][C:29](=[O:35])[O:30][C:31]([CH3:34])([CH3:33])[CH3:32])[CH2:27][CH2:26][CH2:25]4)=[CH:20][CH:19]=3)[C:10]([C:12]3[CH:17]=[CH:16][CH:15]=[CH:14][CH:13]=3)=[CH:11][C:5]=2[NH:4][C:3]1=[O:36].[C:37](=O)([O-])[O-].[K+].[K+].IC. Product: [C:31]([O:30][C:29](=[O:35])[NH:28][C:24]1([C:21]2[CH:22]=[CH:23][C:18]([C:9]3[C:10]([C:12]4[CH:13]=[CH:14][CH:15]=[CH:16][CH:17]=4)=[CH:11][C:5]4[N:4]([CH3:37])[C:3](=[O:36])[CH:2]([CH3:1])[O:7][C:6]=4[N:8]=3)=[CH:19][CH:20]=2)[CH2:25][CH2:26][CH2:27]1)([CH3:32])([CH3:34])[CH3:33]. The catalyst class is: 39.